This data is from Catalyst prediction with 721,799 reactions and 888 catalyst types from USPTO. The task is: Predict which catalyst facilitates the given reaction. (1) Reactant: Br[CH2:2][C:3]1[CH:8]=[CH:7][C:6]([C:9]2[CH:14]=[CH:13][CH:12]=[CH:11][C:10]=2[C:15]2[N:19]([C:20]([C:33]3[CH:38]=[CH:37][CH:36]=[CH:35][CH:34]=3)([C:27]3[CH:32]=[CH:31][CH:30]=[CH:29][CH:28]=3)[C:21]3[CH:26]=[CH:25][CH:24]=[CH:23][CH:22]=3)[N:18]=[N:17][N:16]=2)=[CH:5][CH:4]=1.[NH2:39][CH2:40][CH2:41][NH:42][C:43]([O:45][C:46]([CH3:49])([CH3:48])[CH3:47])=[O:44].C(=O)([O-])[O-].[K+].[K+]. The catalyst class is: 1. Product: [C:46]([O:45][C:43](=[O:44])[NH:42][CH2:41][CH2:40][NH:39][CH2:2][C:3]1[CH:8]=[CH:7][C:6]([C:9]2[CH:14]=[CH:13][CH:12]=[CH:11][C:10]=2[C:15]2[N:19]([C:20]([C:33]3[CH:38]=[CH:37][CH:36]=[CH:35][CH:34]=3)([C:27]3[CH:32]=[CH:31][CH:30]=[CH:29][CH:28]=3)[C:21]3[CH:26]=[CH:25][CH:24]=[CH:23][CH:22]=3)[N:18]=[N:17][N:16]=2)=[CH:5][CH:4]=1)([CH3:49])([CH3:47])[CH3:48]. (2) Reactant: [OH:1][CH:2]([CH3:20])[CH2:3][CH2:4][C:5]1[CH:10]=[C:9]([O:11][CH3:12])[CH:8]=[CH:7][C:6]=1[NH:13]C(=O)C(C)(C)C.C(O)C.[ClH:24]. Product: [Cl-:24].[OH:1][C@H:2]([CH3:20])[CH2:3][CH2:4][C:5]1[CH:10]=[C:9]([O:11][CH3:12])[CH:8]=[CH:7][C:6]=1[NH3+:13]. The catalyst class is: 6. (3) Reactant: C([Si](CC)(CC)[O:4][C@H:5]([C:17]([O:19][CH2:20][CH3:21])=[O:18])[CH2:6][CH2:7][CH:8]([C:13]([O:15]C)=O)[C:9]([O:11]C)=O)C.[O:26]1[CH2:31][CH2:30][CH:29]([NH:32][C:33]([NH2:35])=[NH:34])[CH2:28][CH2:27]1.CC[O-].[Na+].Cl.O1CCOCC1. Product: [CH2:20]([O:19][C:17](=[O:18])[C@@H:5]([OH:4])[CH2:6][CH2:7][C:8]1[C:9]([OH:11])=[N:34][C:33]([NH:32][CH:29]2[CH2:30][CH2:31][O:26][CH2:27][CH2:28]2)=[N:35][C:13]=1[OH:15])[CH3:21]. The catalyst class is: 14. (4) Reactant: [P:1]([O:13][CH2:14][N:15]1[C:19]2[CH:20]=[C:21]([NH:24][C:25]3[C:30]([CH3:31])=[CH:29][N:28]=[C:27]([NH:32][C:33]4[CH:38]=[C:37]([CH3:39])[C:36]([F:40])=[C:35]([O:41][CH3:42])[CH:34]=4)[N:26]=3)[CH:22]=[CH:23][C:18]=2[O:17][C:16]1=[O:43])([O:8]C(C)(C)C)([O:3]C(C)(C)C)=[O:2].CC(O)=O. Product: [P:1]([OH:8])([OH:3])([O:13][CH2:14][N:15]1[C:19]2[CH:20]=[C:21]([NH:24][C:25]3[C:30]([CH3:31])=[CH:29][N:28]=[C:27]([NH:32][C:33]4[CH:38]=[C:37]([CH3:39])[C:36]([F:40])=[C:35]([O:41][CH3:42])[CH:34]=4)[N:26]=3)[CH:22]=[CH:23][C:18]=2[O:17][C:16]1=[O:43])=[O:2]. The catalyst class is: 6. (5) Reactant: [Br:1][C:2]1[C:11]2[C:6](=[CH:7][CH:8]=[CH:9][CH:10]=2)[C:5]([O:12][S:13]([C:16]([F:19])([F:18])[F:17])(=[O:15])=[O:14])=[C:4]([CH:20]([OH:26])[C:21]([O:23][CH2:24][CH3:25])=[O:22])[C:3]=1[CH3:27].CC(OI1(OC(C)=O)(OC(C)=O)OC(=O)C2C=CC=CC1=2)=O.[O-]S([O-])(=S)=O.[Na+].[Na+]. Product: [Br:1][C:2]1[C:11]2[C:6](=[CH:7][CH:8]=[CH:9][CH:10]=2)[C:5]([O:12][S:13]([C:16]([F:19])([F:17])[F:18])(=[O:14])=[O:15])=[C:4]([C:20](=[O:26])[C:21]([O:23][CH2:24][CH3:25])=[O:22])[C:3]=1[CH3:27]. The catalyst class is: 34. (6) Reactant: Br[C:2]1[CH:16]=[C:15]([CH2:17][CH2:18][N:19]([C:31]2[N:36]=[CH:35][C:34]([CH2:37][CH3:38])=[CH:33][N:32]=2)[CH2:20][C:21]2[CH:26]=[CH:25][C:24]([C:27]([F:30])([F:29])[F:28])=[CH:23][CH:22]=2)[CH:14]=[CH:13][C:3]=1[O:4][C:5]([CH3:12])([CH3:11])[C:6]([O:8][CH2:9][CH3:10])=[O:7].[C:39]([Cu])#[N:40]. Product: [C:39]([C:2]1[CH:16]=[C:15]([CH2:17][CH2:18][N:19]([C:31]2[N:32]=[CH:33][C:34]([CH2:37][CH3:38])=[CH:35][N:36]=2)[CH2:20][C:21]2[CH:22]=[CH:23][C:24]([C:27]([F:29])([F:28])[F:30])=[CH:25][CH:26]=2)[CH:14]=[CH:13][C:3]=1[O:4][C:5]([CH3:12])([CH3:11])[C:6]([O:8][CH2:9][CH3:10])=[O:7])#[N:40]. The catalyst class is: 3. (7) Reactant: [C:1]1(=[O:7])[O:6][C:4](=O)[CH:3]=[CH:2]1.[CH3:8][O:9][CH2:10][CH2:11][O:12][CH2:13][CH2:14][O:15][CH2:16][CH2:17][NH2:18].C(OC(=O)C)(=O)C.C([O-])(=O)C.[Na+]. Product: [CH3:8][O:9][CH2:10][CH2:11][O:12][CH2:13][CH2:14][O:15][CH2:16][CH2:17][N:18]1[C:1](=[O:7])[CH:2]=[CH:3][C:4]1=[O:6]. The catalyst class is: 280. (8) Reactant: [CH3:1][CH2:2][O:3][C:4]([C@H:6]1[CH2:10][CH2:9][C:8](=[O:11])[N:7]1[C:12]([O:14][C:15]([CH3:18])([CH3:17])[CH3:16])=[O:13])=[O:5].O.[F:20][C:21]1[CH:22]=[C:23]([Mg]Br)[CH:24]=[CH:25][CH:26]=1. Product: [C:15]([O:14][C:12]([NH:7][C@H:6]([CH2:10][CH2:9][C:8]([C:25]1[CH:24]=[CH:23][CH:22]=[C:21]([F:20])[CH:26]=1)=[O:11])[C:4]([O:3][CH2:2][CH3:1])=[O:5])=[O:13])([CH3:18])([CH3:17])[CH3:16]. The catalyst class is: 7. (9) Reactant: [F:1][C:2]1([F:40])[O:6][C:5]2[CH:7]=[CH:8][C:9]([C:11]3([C:14]([NH:16][C@H:17]4[C:26]5[C:21](=[CH:22][C:23]([O:27][CH3:28])=[CH:24][CH:25]=5)[O:20][C@@H:19]([C:29]5[CH:38]=[CH:37][C:32]([C:33]([O:35]C)=[O:34])=[CH:31][C:30]=5[F:39])[CH2:18]4)=[O:15])[CH2:13][CH2:12]3)=[CH:10][C:4]=2[O:3]1.[Li+].[OH-]. Product: [F:40][C:2]1([F:1])[O:6][C:5]2[CH:7]=[CH:8][C:9]([C:11]3([C:14]([NH:16][C@H:17]4[C:26]5[C:21](=[CH:22][C:23]([O:27][CH3:28])=[CH:24][CH:25]=5)[O:20][C@@H:19]([C:29]5[CH:38]=[CH:37][C:32]([C:33]([OH:35])=[O:34])=[CH:31][C:30]=5[F:39])[CH2:18]4)=[O:15])[CH2:13][CH2:12]3)=[CH:10][C:4]=2[O:3]1. The catalyst class is: 5. (10) Reactant: [F:1][C:2]1[CH:3]=[C:4]([N:20]([C:29]2[CH:34]=[CH:33][C:32]([F:35])=[CH:31][CH:30]=2)[C:21]([C:23]2([C:26]([NH2:28])=[O:27])[CH2:25][CH2:24]2)=[O:22])[CH:5]=[CH:6][C:7]=1[O:8][C:9]1[C:18]2[C:13](=[CH:14][C:15]([OH:19])=[CH:16][CH:17]=2)[N:12]=[CH:11][CH:10]=1.[OH:36][CH:37]1[C:41]2([CH2:43][CH2:42]2)[CH2:40][N:39]([CH2:44][CH2:45][CH2:46]CS([O-])(=O)=O)[CH2:38]1.C([O-])([O-])=O.[Cs+].[Cs+]. Product: [OH:36][CH:37]1[C:41]2([CH2:43][CH2:42]2)[CH2:40][N:39]([CH2:44][CH2:45][CH2:46][O:19][C:15]2[CH:14]=[C:13]3[C:18]([C:9]([O:8][C:7]4[CH:6]=[CH:5][C:4]([N:20]([C:29]5[CH:30]=[CH:31][C:32]([F:35])=[CH:33][CH:34]=5)[C:21]([C:23]5([C:26]([NH2:28])=[O:27])[CH2:25][CH2:24]5)=[O:22])=[CH:3][C:2]=4[F:1])=[CH:10][CH:11]=[N:12]3)=[CH:17][CH:16]=2)[CH2:38]1. The catalyst class is: 44.